From a dataset of Forward reaction prediction with 1.9M reactions from USPTO patents (1976-2016). Predict the product of the given reaction. (1) Given the reactants [CH2:1]([N:4]([CH2:14][CH2:15][CH3:16])[C:5]1[CH:9]=[C:8]([C:10]([F:13])([F:12])[F:11])[NH:7][N:6]=1)[CH2:2][CH3:3].C1C(=O)N([Cl:24])C(=O)C1.[NH4+].[Cl-].CCOC(C)=O, predict the reaction product. The product is: [Cl:24][C:9]1[C:5]([N:4]([CH2:1][CH2:2][CH3:3])[CH2:14][CH2:15][CH3:16])=[N:6][NH:7][C:8]=1[C:10]([F:12])([F:13])[F:11]. (2) Given the reactants Cl[C:2]([O:4][CH2:5][Cl:6])=[O:3].[CH2:7]([O:14][C:15](=[O:19])[CH:16]([CH3:18])[OH:17])[C:8]1[CH:13]=[CH:12][CH:11]=[CH:10][CH:9]=1.CCN(CC)CC, predict the reaction product. The product is: [CH2:7]([O:14][C:15](=[O:19])[C@@H:16]([O:17][C:2]([O:4][CH2:5][Cl:6])=[O:3])[CH3:18])[C:8]1[CH:13]=[CH:12][CH:11]=[CH:10][CH:9]=1. (3) Given the reactants C(OC(N1[CH2:12][CH2:11][CH:10]([NH:13][C:14]([C:16]2[S:17][CH:18]=[CH:19][C:20]=2[NH:21][C:22]2[CH:27]=[CH:26][N:25]=[C:24]3[NH:28][CH:29]=[CH:30][C:23]=23)=[O:15])C1)=O)(C)(C)C.[C:31](N1CCC(N)C1)([O:33][C:34](C)([CH3:36])[CH3:35])=O, predict the reaction product. The product is: [CH3:31][O:33][C:34]1[CH:35]=[C:10]([NH:13][C:14]([C:16]2[S:17][CH:18]=[CH:19][C:20]=2[NH:21][C:22]2[CH:27]=[CH:26][N:25]=[C:24]3[NH:28][CH:29]=[CH:30][C:23]=23)=[O:15])[CH:11]=[CH:12][CH:36]=1. (4) The product is: [CH2:17]([O:20][C:21]1([CH3:54])[CH2:22][CH2:23][N:24]([C:27]2[N:32]3[CH:33]=[C:34]([C:36]4[CH:37]=[C:38]([C:6]5[CH:7]=[C:2]([F:1])[CH:3]=[CH:4][C:5]=5[O:11][C@H:12]([CH2:14][CH:15]=[CH2:16])[CH3:13])[CH:39]=[CH:40][CH:41]=4)[N:35]=[C:31]3[CH:30]=[C:29]([CH3:43])[C:28]=2[C@H:44]([O:49][C:50]([CH3:53])([CH3:52])[CH3:51])[C:45]([O:47][CH3:48])=[O:46])[CH2:25][CH2:26]1)[CH:18]=[CH2:19]. Given the reactants [F:1][C:2]1[CH:3]=[CH:4][C:5]([O:11][C@H:12]([CH2:14][CH:15]=[CH2:16])[CH3:13])=[C:6](B(O)O)[CH:7]=1.[CH2:17]([O:20][C:21]1([CH3:54])[CH2:26][CH2:25][N:24]([C:27]2[N:32]3[CH:33]=[C:34]([C:36]4[CH:41]=[CH:40][CH:39]=[C:38](Br)[CH:37]=4)[N:35]=[C:31]3[CH:30]=[C:29]([CH3:43])[C:28]=2[C@H:44]([O:49][C:50]([CH3:53])([CH3:52])[CH3:51])[C:45]([O:47][CH3:48])=[O:46])[CH2:23][CH2:22]1)[CH:18]=[CH2:19].C(OC1(C)CCN(C2N3C=C(C4C=C(C5C=CC(F)=CC=5O[C@H](CC=C)C)C=CC=4)N=C3C=C(C)C=2[C@H](OC(C)(C)C)C(OC)=O)CC1)C=C, predict the reaction product. (5) Given the reactants [Cl:1][C:2]1[CH:7]=[CH:6][C:5]([C:8]2([C:13]3[CH:18]=[CH:17][C:16]([N+:19]([O-])=O)=[CH:15][CH:14]=3)[O:12][CH2:11][CH2:10][O:9]2)=[CH:4][CH:3]=1, predict the reaction product. The product is: [Cl:1][C:2]1[CH:3]=[CH:4][C:5]([C:8]2([C:13]3[CH:18]=[CH:17][C:16]([NH2:19])=[CH:15][CH:14]=3)[O:9][CH2:10][CH2:11][O:12]2)=[CH:6][CH:7]=1.